The task is: Predict which catalyst facilitates the given reaction.. This data is from Catalyst prediction with 721,799 reactions and 888 catalyst types from USPTO. Reactant: F[C:2]1[CH:3]=[C:4]([CH2:11][N:12]2[CH2:17][CH2:16][N:15]([CH3:18])[CH2:14][CH2:13]2)[CH:5]=[CH:6][C:7]=1[N+:8]([O-:10])=[O:9].[NH2:19][C:20]1[S:24][C:23]([C:25]([O:27][CH3:28])=[O:26])=[C:22]([O:29][C@@H:30]([C:32]2[CH:37]=[CH:36][CH:35]=[CH:34][C:33]=2[C:38]([F:41])([F:40])[F:39])[CH3:31])[CH:21]=1.[OH-].[K+]. Product: [CH3:18][N:15]1[CH2:16][CH2:17][N:12]([CH2:11][C:4]2[CH:5]=[CH:6][C:7]([N+:8]([O-:10])=[O:9])=[C:2]([NH:19][C:20]3[S:24][C:23]([C:25]([O:27][CH3:28])=[O:26])=[C:22]([O:29][C@@H:30]([C:32]4[CH:37]=[CH:36][CH:35]=[CH:34][C:33]=4[C:38]([F:41])([F:39])[F:40])[CH3:31])[CH:21]=3)[CH:3]=2)[CH2:13][CH2:14]1. The catalyst class is: 10.